This data is from Reaction yield outcomes from USPTO patents with 853,638 reactions. The task is: Predict the reaction yield, written as a fraction of the theoretical maximum amount of product (1.0 means a 100% yield; for example, 0.34 means a 34% yield). (1) The product is [NH2:8][C:5]1[CH:4]=[C:3]([CH3:9])[C:2]([C:10]#[N:11])=[CH:7][N:6]=1. The catalyst is CC(N(C)C)=O. The yield is 0.870. The reactants are Br[C:2]1[C:3]([CH3:9])=[CH:4][C:5]([NH2:8])=[N:6][CH:7]=1.[C:10]([Cu])#[N:11].C(N)CN. (2) The reactants are C([N-]C(C)C)(C)C.[Li+].C(NC(C)C)(C)C.[Li]CCCC.[CH2:21]([O:23][C:24]1[CH2:29][CH2:28][CH2:27][C:26](=[O:30])[CH:25]=1)[CH3:22].CN(C)P(N(C)C)(N(C)C)=O.I[CH2:43][CH2:44][CH2:45][O:46][Si:47]([C:50]([CH3:53])([CH3:52])[CH3:51])([CH3:49])[CH3:48]. The catalyst is O1CCCC1. The product is [CH2:21]([O:23][C:24]1[CH2:29][CH2:28][CH:27]([CH2:43][CH2:44][CH2:45][O:46][Si:47]([C:50]([CH3:51])([CH3:53])[CH3:52])([CH3:48])[CH3:49])[C:26](=[O:30])[CH:25]=1)[CH3:22]. The yield is 0.512. (3) The reactants are [NH2:1][C:2]1[N:7]=[C:6](Cl)[CH:5]=[C:4]([CH:9]2[CH2:13][CH2:12][CH2:11][CH2:10]2)[N:3]=1.C([N:21]1[CH2:26][CH2:25][NH:24][CH2:23][CH2:22]1)(OC(C)(C)C)=O.CCN(CC)CC. The catalyst is CCO. The product is [CH:9]1([C:4]2[CH:5]=[C:6]([N:21]3[CH2:26][CH2:25][NH:24][CH2:23][CH2:22]3)[N:7]=[C:2]([NH2:1])[N:3]=2)[CH2:13][CH2:12][CH2:11][CH2:10]1. The yield is 0.110. (4) The reactants are C(OC([N:6]1[C:10]([NH:11][C:12](=[O:26])[C:13]2[CH:18]=[CH:17][C:16]([N:19]3[CH2:24][CH2:23][N:22]([CH3:25])[CH2:21][CH2:20]3)=[CH:15][CH:14]=2)=[C:9]2[CH2:27][N:28]([C:32](=[O:42])[NH:33][C:34]3[C:39]([Cl:40])=[CH:38][CH:37]=[CH:36][C:35]=3[Cl:41])[C:29]([CH3:31])([CH3:30])[C:8]2=[N:7]1)=O)C. The catalyst is CO. The product is [Cl:40][C:39]1[CH:38]=[CH:37][CH:36]=[C:35]([Cl:41])[C:34]=1[NH:33][C:32]([N:28]1[CH2:27][C:9]2[C:8](=[N:7][NH:6][C:10]=2[NH:11][C:12](=[O:26])[C:13]2[CH:14]=[CH:15][C:16]([N:19]3[CH2:20][CH2:21][N:22]([CH3:25])[CH2:23][CH2:24]3)=[CH:17][CH:18]=2)[C:29]1([CH3:31])[CH3:30])=[O:42]. The yield is 0.760. (5) The reactants are C(OC([C:6]1[CH:11]=[CH:10][C:9]([N:12]2[CH2:17][CH2:16][C:15](=O)[CH2:14][CH2:13]2)=[CH:8][CH:7]=1)=O)C.[NH2:19][CH2:20][C@@H:21]([C:23]1[CH:24]=[CH:25][C:26]([OH:34])=[C:27]([NH:29][S:30]([CH3:33])(=[O:32])=[O:31])[CH:28]=1)[OH:22].C(O[BH-](O[C:45](=[O:47])[CH3:46])OC(=O)C)(=O)C.[Na+].[C:49](=O)(O)[O-:50].[Na+]. The catalyst is CN(C)C=O.C(O)(=O)C. The product is [CH2:45]([O:47][C:49](=[O:50])[C:8]1[CH:7]=[CH:6][CH:11]=[CH:10][C:9]=1[N:12]1[CH2:13][CH2:14][CH:15]([NH:19][CH2:20][C@H:21]([OH:22])[C:23]2[CH:24]=[CH:25][C:26]([OH:34])=[C:27]([NH:29][S:30]([CH3:33])(=[O:32])=[O:31])[CH:28]=2)[CH2:16][CH2:17]1)[CH3:46]. The yield is 0.500. (6) The reactants are [C:1]([C:3]1[CH:8]=[CH:7][C:6]([C:9](=[CH:15]N(C)C)[C:10](OCC)=[O:11])=[C:5]([O:19][CH3:20])[CH:4]=1)#[N:2].[NH:21]([C:23]1[CH:31]=[CH:30][C:26]([C:27]([OH:29])=[O:28])=[CH:25][N:24]=1)[NH2:22].Cl.CCN(C(C)C)C(C)C. The catalyst is CC(O)C.O. The product is [C:1]([C:3]1[CH:8]=[CH:7][C:6]([C:9]2[CH:15]=[N:22][N:21]([C:23]3[CH:31]=[CH:30][C:26]([C:27]([OH:29])=[O:28])=[CH:25][N:24]=3)[C:10]=2[OH:11])=[C:5]([O:19][CH3:20])[CH:4]=1)#[N:2]. The yield is 0.733. (7) The reactants are C(N(CC)CC)C.[C:8]1([CH2:14][O:15][C:16]([C:18]2([NH2:24])[CH2:23][CH2:22][CH2:21][CH2:20][CH2:19]2)=[O:17])[CH:13]=[CH:12][CH:11]=[CH:10][CH:9]=1.[C:25]1([CH2:31][C:32](Cl)=[O:33])[CH:30]=[CH:29][CH:28]=[CH:27][CH:26]=1. The catalyst is O1CCCC1. The product is [C:8]1([CH2:14][O:15][C:16]([C:18]2([NH:24][C:32](=[O:33])[CH2:31][C:25]3[CH:30]=[CH:29][CH:28]=[CH:27][CH:26]=3)[CH2:19][CH2:20][CH2:21][CH2:22][CH2:23]2)=[O:17])[CH:9]=[CH:10][CH:11]=[CH:12][CH:13]=1. The yield is 0.910. (8) The reactants are [NH:1]1[C:10]2[C:5](=[CH:6][CH:7]=[CH:8][C:9]=2[C:11]([OH:13])=O)[CH2:4][CH2:3][CH2:2]1.[NH2:14][CH2:15][CH2:16][CH2:17][C@H:18]1[O:22][C:21](=[O:23])[N:20]([C:24]2[CH:25]=[CH:26][C:27]3[S:32][CH2:31][C:30](=[O:33])[NH:29][C:28]=3[CH:34]=2)[CH2:19]1. No catalyst specified. The product is [O:23]=[C:21]1[N:20]([C:24]2[CH:25]=[CH:26][C:27]3[S:32][CH2:31][C:30](=[O:33])[NH:29][C:28]=3[CH:34]=2)[CH2:19][C@@H:18]([CH2:17][CH2:16][CH2:15][NH:14][C:11]([C:9]2[CH:8]=[CH:7][CH:6]=[C:5]3[C:10]=2[NH:1][CH2:2][CH2:3][CH2:4]3)=[O:13])[O:22]1. The yield is 0.850. (9) The reactants are C(=O)([O-])[O-].[K+].[K+].Cl[CH2:8][C:9]1[CH:26]=[CH:25][CH:24]=[CH:23][C:10]=1[CH2:11][N:12]1[C:20](=[O:21])[C:19]2[C:14](=[CH:15][CH:16]=[CH:17][CH:18]=2)[C:13]1=[O:22].[Cl:27][C:28]1[C:29](=[O:46])[N:30]([CH2:36][C:37]2[CH:42]=[CH:41][C:40]([O:43][CH3:44])=[C:39]([Cl:45])[CH:38]=2)[C:31]([CH3:35])=[CH:32][C:33]=1[OH:34]. The catalyst is CN(C=O)C. The product is [Cl:27][C:28]1[C:29](=[O:46])[N:30]([CH2:36][C:37]2[CH:42]=[CH:41][C:40]([O:43][CH3:44])=[C:39]([Cl:45])[CH:38]=2)[C:31]([CH3:35])=[CH:32][C:33]=1[O:34][CH2:8][C:9]1[CH:26]=[CH:25][CH:24]=[CH:23][C:10]=1[CH2:11][N:12]1[C:20](=[O:21])[C:19]2[C:14](=[CH:15][CH:16]=[CH:17][CH:18]=2)[C:13]1=[O:22]. The yield is 0.920. (10) The reactants are [F:1][C:2]([F:15])([C:7]1[CH:14]=[CH:13][C:10]([C:11]#N)=[CH:9][CH:8]=1)[C:3]([F:6])([F:5])[F:4].[OH-:16].[K+].[OH2:18]. The catalyst is C(O)C. The product is [F:1][C:2]([F:15])([C:7]1[CH:14]=[CH:13][C:10]([C:11]([OH:18])=[O:16])=[CH:9][CH:8]=1)[C:3]([F:6])([F:5])[F:4]. The yield is 0.850.